From a dataset of NCI-60 drug combinations with 297,098 pairs across 59 cell lines. Regression. Given two drug SMILES strings and cell line genomic features, predict the synergy score measuring deviation from expected non-interaction effect. Drug 1: C1CCC(CC1)NC(=O)N(CCCl)N=O. Drug 2: C#CCC(CC1=CN=C2C(=N1)C(=NC(=N2)N)N)C3=CC=C(C=C3)C(=O)NC(CCC(=O)O)C(=O)O. Cell line: MALME-3M. Synergy scores: CSS=0.665, Synergy_ZIP=-4.52, Synergy_Bliss=-3.98, Synergy_Loewe=-5.11, Synergy_HSA=-5.07.